From a dataset of Full USPTO retrosynthesis dataset with 1.9M reactions from patents (1976-2016). Predict the reactants needed to synthesize the given product. (1) Given the product [C:21]([O:20][C:18](=[O:19])[NH:10][CH2:9][CH2:8][C:3]1[CH:4]=[CH:5][CH:6]=[CH:7][C:2]=1[Cl:1])([CH3:24])([CH3:23])[CH3:22], predict the reactants needed to synthesize it. The reactants are: [Cl:1][C:2]1[CH:7]=[CH:6][CH:5]=[CH:4][C:3]=1[CH2:8][CH2:9][NH2:10].C(N(CC)CC)C.[C:18](O[C:18]([O:20][C:21]([CH3:24])([CH3:23])[CH3:22])=[O:19])([O:20][C:21]([CH3:24])([CH3:23])[CH3:22])=[O:19]. (2) Given the product [CH3:1][O:2][C:3]([N:5]1[CH2:10][CH2:9][CH:8]([C:12]2[CH:13]=[CH:14][C:15]([Br:18])=[CH:16][CH:17]=2)[CH:7]([CH3:19])[CH2:6]1)=[O:4], predict the reactants needed to synthesize it. The reactants are: [CH3:1][O:2][C:3]([N:5]1[CH2:10][CH2:9][C:8]([C:12]2[CH:17]=[CH:16][C:15]([Br:18])=[CH:14][CH:13]=2)(O)[CH:7]([CH3:19])[CH2:6]1)=[O:4].C([SiH](CC)CC)C. (3) The reactants are: [F:1][C:2]1([F:37])[CH2:4][C@@H:3]1[CH2:5][O:6][C:7]1[C:12]([O:13][CH3:14])=[CH:11][C:10]([C:15]2[O:16][C:17]3[CH:22]=[C:21]([O:23][CH2:24][C@@H:25]([NH:27][C:28](=O)[O:29]C(C)(C)C)[CH3:26])[N:20]=[CH:19][C:18]=3[N:35]=2)=[CH:9][C:8]=1[F:36].C(Cl)(=O)OC1C=CC([N+:46]([O-])=O)=CC=1. Given the product [F:37][C:2]1([F:1])[CH2:4][C@@H:3]1[CH2:5][O:6][C:7]1[C:12]([O:13][CH3:14])=[CH:11][C:10]([C:15]2[O:16][C:17]3[CH:22]=[C:21]([O:23][CH2:24][C@@H:25]([NH:27][C:28]([NH2:46])=[O:29])[CH3:26])[N:20]=[CH:19][C:18]=3[N:35]=2)=[CH:9][C:8]=1[F:36], predict the reactants needed to synthesize it. (4) Given the product [I:8][C:9]1[CH:10]=[C:11]([NH:12][C:1]([CH3:2])=[CH:4][C:5](=[O:7])[CH3:6])[CH:13]=[C:14]([C:16]([F:18])([F:19])[F:17])[CH:15]=1, predict the reactants needed to synthesize it. The reactants are: [C:1]([CH2:4][C:5](=[O:7])[CH3:6])(=O)[CH3:2].[I:8][C:9]1[CH:10]=[C:11]([CH:13]=[C:14]([C:16]([F:19])([F:18])[F:17])[CH:15]=1)[NH2:12].C1(C)C=CC(S(O)(=O)=O)=CC=1. (5) Given the product [C:32]([NH:24][CH:20]1[CH2:21][CH2:22][CH2:23][N:18]([C:17]2[CH:16]=[CH:15][N:14]=[CH:13][C:12]=2[NH:11][C:9]([C:3]2[C:2]([NH2:1])=[N:7][CH:6]=[C:5]([Br:8])[N:4]=2)=[O:10])[CH2:19]1)(=[O:34])[CH3:33], predict the reactants needed to synthesize it. The reactants are: [NH2:1][C:2]1[C:3]([C:9]([NH:11][C:12]2[CH:13]=[N:14][CH:15]=[CH:16][C:17]=2[N:18]2[CH2:23][CH2:22][CH2:21][CH:20]([NH2:24])[CH2:19]2)=[O:10])=[N:4][C:5]([Br:8])=[CH:6][N:7]=1.C(N(CC)CC)C.[C:32](OC(=O)C)(=[O:34])[CH3:33]. (6) Given the product [F:8][C:9]1[CH:10]=[N:11][CH:12]=[CH:13][C:14]=1[C:15]([N:40]([CH3:39])[O:41][CH3:42])=[O:17], predict the reactants needed to synthesize it. The reactants are: CCN(CC)CC.[F:8][C:9]1[CH:10]=[N:11][CH:12]=[CH:13][C:14]=1[C:15]([OH:17])=O.CCN=C=NCCCN(C)C.C1C=CC2N(O)N=NC=2C=1.[CH3:39][NH:40][O:41][CH3:42].